Predict the product of the given reaction. From a dataset of Forward reaction prediction with 1.9M reactions from USPTO patents (1976-2016). Given the reactants [F:1][C:2]1[CH:3]=[C:4]([C:32](=[O:34])[CH3:33])[CH:5]=[CH:6][C:7]=1[N:8]1[CH2:13][CH2:12][N:11]([C:14]([C:16]2[CH:21]=[C:20]([S:22]([CH3:25])(=[O:24])=[O:23])[CH:19]=[CH:18][C:17]=2[N:26]2[CH2:31][CH2:30][CH2:29][CH2:28][CH2:27]2)=[O:15])[CH2:10][CH2:9]1.[BH4-].[Na+], predict the reaction product. The product is: [F:1][C:2]1[CH:3]=[C:4]([CH:32]([OH:34])[CH3:33])[CH:5]=[CH:6][C:7]=1[N:8]1[CH2:13][CH2:12][N:11]([C:14]([C:16]2[CH:21]=[C:20]([S:22]([CH3:25])(=[O:23])=[O:24])[CH:19]=[CH:18][C:17]=2[N:26]2[CH2:31][CH2:30][CH2:29][CH2:28][CH2:27]2)=[O:15])[CH2:10][CH2:9]1.